Dataset: Catalyst prediction with 721,799 reactions and 888 catalyst types from USPTO. Task: Predict which catalyst facilitates the given reaction. (1) Reactant: Br[C:2]1[CH:3]=[C:4]([C:8]2([C:19]3[CH:24]=[CH:23][N:22]=[C:21]([O:25][CH3:26])[CH:20]=3)[C:16]3[C:11](=[C:12]([F:17])[CH:13]=[CH:14][CH:15]=3)[C:10]([NH2:18])=[N:9]2)[CH:5]=[CH:6][CH:7]=1.C[Sn](C)(C)[C:29]1[CH:30]=[C:31]([CH:34]=[CH:35][N:36]=1)[C:32]#[N:33]. Product: [NH2:18][C:10]1[C:11]2[C:16](=[CH:15][CH:14]=[CH:13][C:12]=2[F:17])[C:8]([C:4]2[CH:3]=[C:2]([C:29]3[CH:30]=[C:31]([CH:34]=[CH:35][N:36]=3)[C:32]#[N:33])[CH:7]=[CH:6][CH:5]=2)([C:19]2[CH:24]=[CH:23][N:22]=[C:21]([O:25][CH3:26])[CH:20]=2)[N:9]=1. The catalyst class is: 455. (2) Reactant: C1([Li])C=CC=CC=1.[Br-].[S:9]1[CH:13]=[CH:12][CH:11]=[C:10]1[CH2:14][P+](C1C=CC=CC=1)(C1C=CC=CC=1)C1C=CC=CC=1.[CH3:34][O:35][C:36]1[CH:43]=[C:42]([O:44][CH3:45])[CH:41]=[C:40]([O:46][CH3:47])[C:37]=1[CH:38]=O.C(Cl)(Cl)Cl. Product: [CH3:34][O:35][C:36]1[CH:43]=[C:42]([O:44][CH3:45])[CH:41]=[C:40]([O:46][CH3:47])[C:37]=1[CH:38]=[CH:14][C:10]1[S:9][CH:13]=[CH:12][CH:11]=1. The catalyst class is: 7. (3) Reactant: [H-].[Al+3].[Li+].[H-].[H-].[H-].[CH2:7]([N:14]1[CH2:19][CH2:18][C:17]([CH3:25])([C:20](OCC)=[O:21])[CH2:16][CH2:15]1)[C:8]1[CH:13]=[CH:12][CH:11]=[CH:10][CH:9]=1. Product: [CH2:7]([N:14]1[CH2:19][CH2:18][C:17]([CH2:20][OH:21])([CH3:25])[CH2:16][CH2:15]1)[C:8]1[CH:13]=[CH:12][CH:11]=[CH:10][CH:9]=1. The catalyst class is: 27. (4) Product: [CH3:10][C:7]1[CH:8]=[CH:9][C:4]([CH:3]=[O:11])=[CH:5][N:6]=1. The catalyst class is: 665. Reactant: CN(OC)[C:3](=[O:11])[C:4]1[CH:9]=[CH:8][C:7]([CH3:10])=[N:6][CH:5]=1.[H-].C([Al+]CC(C)C)C(C)C.O. (5) Reactant: [O:1]1[C:5]2[CH:6]=[CH:7][C:8]([C:10]3[S:11][CH:12]=[C:13]([C:15]([OH:17])=O)[N:14]=3)=[CH:9][C:4]=2[CH2:3][CH2:2]1.[NH2:18][C:19]1[CH:24]=[CH:23][CH:22]=[CH:21][N:20]=1.F[P-](F)(F)(F)(F)F.N1(OC(N(C)C)=[N+](C)C)C2C=CC=CC=2N=N1.C(N(CC)C(C)C)(C)C. Product: [O:1]1[C:5]2[CH:6]=[CH:7][C:8]([C:10]3[S:11][CH:12]=[C:13]([C:15]([NH:18][C:19]4[CH:24]=[CH:23][CH:22]=[CH:21][N:20]=4)=[O:17])[N:14]=3)=[CH:9][C:4]=2[CH2:3][CH2:2]1. The catalyst class is: 546.